Dataset: NCI-60 drug combinations with 297,098 pairs across 59 cell lines. Task: Regression. Given two drug SMILES strings and cell line genomic features, predict the synergy score measuring deviation from expected non-interaction effect. (1) Drug 1: CCC1=CC2CC(C3=C(CN(C2)C1)C4=CC=CC=C4N3)(C5=C(C=C6C(=C5)C78CCN9C7C(C=CC9)(C(C(C8N6C)(C(=O)OC)O)OC(=O)C)CC)OC)C(=O)OC.C(C(C(=O)O)O)(C(=O)O)O. Drug 2: CN(C)N=NC1=C(NC=N1)C(=O)N. Cell line: SF-539. Synergy scores: CSS=53.6, Synergy_ZIP=-2.05, Synergy_Bliss=-2.01, Synergy_Loewe=-10.2, Synergy_HSA=-0.944. (2) Drug 1: CC(CN1CC(=O)NC(=O)C1)N2CC(=O)NC(=O)C2. Drug 2: C1=NNC2=C1C(=O)NC=N2. Cell line: A498. Synergy scores: CSS=33.1, Synergy_ZIP=-0.423, Synergy_Bliss=7.68, Synergy_Loewe=-3.94, Synergy_HSA=8.18. (3) Cell line: PC-3. Drug 1: CC(CN1CC(=O)NC(=O)C1)N2CC(=O)NC(=O)C2. Drug 2: CCN(CC)CCCC(C)NC1=C2C=C(C=CC2=NC3=C1C=CC(=C3)Cl)OC. Synergy scores: CSS=40.2, Synergy_ZIP=-2.24, Synergy_Bliss=5.70, Synergy_Loewe=9.63, Synergy_HSA=9.57. (4) Drug 1: C1=CC(=CC=C1CCCC(=O)O)N(CCCl)CCCl. Drug 2: CC1CCC2CC(C(=CC=CC=CC(CC(C(=O)C(C(C(=CC(C(=O)CC(OC(=O)C3CCCCN3C(=O)C(=O)C1(O2)O)C(C)CC4CCC(C(C4)OC)O)C)C)O)OC)C)C)C)OC. Cell line: U251. Synergy scores: CSS=39.7, Synergy_ZIP=-16.7, Synergy_Bliss=-9.51, Synergy_Loewe=-3.74, Synergy_HSA=-2.37. (5) Drug 1: CCN(CC)CCCC(C)NC1=C2C=C(C=CC2=NC3=C1C=CC(=C3)Cl)OC. Drug 2: CC(C)CN1C=NC2=C1C3=CC=CC=C3N=C2N. Cell line: NCI/ADR-RES. Synergy scores: CSS=19.8, Synergy_ZIP=-10.9, Synergy_Bliss=-11.5, Synergy_Loewe=-7.33, Synergy_HSA=-7.49. (6) Drug 1: C1CCC(C1)C(CC#N)N2C=C(C=N2)C3=C4C=CNC4=NC=N3. Drug 2: CC1OCC2C(O1)C(C(C(O2)OC3C4COC(=O)C4C(C5=CC6=C(C=C35)OCO6)C7=CC(=C(C(=C7)OC)O)OC)O)O. Cell line: HCT116. Synergy scores: CSS=51.5, Synergy_ZIP=-3.68, Synergy_Bliss=-4.85, Synergy_Loewe=-31.1, Synergy_HSA=-5.58. (7) Drug 1: C1=NC2=C(N1)C(=S)N=C(N2)N. Drug 2: C#CCC(CC1=CN=C2C(=N1)C(=NC(=N2)N)N)C3=CC=C(C=C3)C(=O)NC(CCC(=O)O)C(=O)O. Cell line: SR. Synergy scores: CSS=25.5, Synergy_ZIP=-9.28, Synergy_Bliss=-20.4, Synergy_Loewe=-17.4, Synergy_HSA=-17.1. (8) Drug 1: CC1C(C(=O)NC(C(=O)N2CCCC2C(=O)N(CC(=O)N(C(C(=O)O1)C(C)C)C)C)C(C)C)NC(=O)C3=C4C(=C(C=C3)C)OC5=C(C(=O)C(=C(C5=N4)C(=O)NC6C(OC(=O)C(N(C(=O)CN(C(=O)C7CCCN7C(=O)C(NC6=O)C(C)C)C)C)C(C)C)C)N)C. Drug 2: C1CN(CCN1C(=O)CCBr)C(=O)CCBr. Cell line: SW-620. Synergy scores: CSS=10.0, Synergy_ZIP=-9.18, Synergy_Bliss=-5.71, Synergy_Loewe=-17.7, Synergy_HSA=-4.73.